Task: Regression. Given two drug SMILES strings and cell line genomic features, predict the synergy score measuring deviation from expected non-interaction effect.. Dataset: NCI-60 drug combinations with 297,098 pairs across 59 cell lines (1) Drug 1: CC1=C2C(C(=O)C3(C(CC4C(C3C(C(C2(C)C)(CC1OC(=O)C(C(C5=CC=CC=C5)NC(=O)OC(C)(C)C)O)O)OC(=O)C6=CC=CC=C6)(CO4)OC(=O)C)OC)C)OC. Drug 2: C#CCC(CC1=CN=C2C(=N1)C(=NC(=N2)N)N)C3=CC=C(C=C3)C(=O)NC(CCC(=O)O)C(=O)O. Cell line: 786-0. Synergy scores: CSS=44.8, Synergy_ZIP=-3.66, Synergy_Bliss=-6.81, Synergy_Loewe=-2.89, Synergy_HSA=-2.23. (2) Drug 1: C1CCC(C1)C(CC#N)N2C=C(C=N2)C3=C4C=CNC4=NC=N3. Drug 2: C1CN(CCN1C(=O)CCBr)C(=O)CCBr. Cell line: NCI-H322M. Synergy scores: CSS=-4.72, Synergy_ZIP=0.954, Synergy_Bliss=-0.861, Synergy_Loewe=-3.70, Synergy_HSA=-3.15. (3) Drug 1: C1=CC(=CC=C1CC(C(=O)O)N)N(CCCl)CCCl.Cl. Drug 2: CS(=O)(=O)CCNCC1=CC=C(O1)C2=CC3=C(C=C2)N=CN=C3NC4=CC(=C(C=C4)OCC5=CC(=CC=C5)F)Cl. Cell line: HCT-15. Synergy scores: CSS=24.1, Synergy_ZIP=-4.06, Synergy_Bliss=7.89, Synergy_Loewe=2.39, Synergy_HSA=3.88. (4) Drug 1: CC1=CC=C(C=C1)C2=CC(=NN2C3=CC=C(C=C3)S(=O)(=O)N)C(F)(F)F. Drug 2: CCN(CC)CCNC(=O)C1=C(NC(=C1C)C=C2C3=C(C=CC(=C3)F)NC2=O)C. Cell line: SN12C. Synergy scores: CSS=23.5, Synergy_ZIP=-1.34, Synergy_Bliss=4.80, Synergy_Loewe=1.11, Synergy_HSA=-1.08. (5) Drug 1: CS(=O)(=O)CCNCC1=CC=C(O1)C2=CC3=C(C=C2)N=CN=C3NC4=CC(=C(C=C4)OCC5=CC(=CC=C5)F)Cl. Drug 2: CC(C)(C#N)C1=CC=C(C=C1)N2C3=C4C=C(C=CC4=NC=C3N(C2=O)C)C5=CC6=CC=CC=C6N=C5. Cell line: OVCAR3. Synergy scores: CSS=64.9, Synergy_ZIP=1.29, Synergy_Bliss=1.74, Synergy_Loewe=-4.27, Synergy_HSA=8.03. (6) Drug 1: CNC(=O)C1=CC=CC=C1SC2=CC3=C(C=C2)C(=NN3)C=CC4=CC=CC=N4. Drug 2: C1CNP(=O)(OC1)N(CCCl)CCCl. Cell line: IGROV1. Synergy scores: CSS=-0.136, Synergy_ZIP=1.44, Synergy_Bliss=-0.149, Synergy_Loewe=-3.81, Synergy_HSA=-2.65. (7) Drug 1: C1=CC(=CC=C1CCC2=CNC3=C2C(=O)NC(=N3)N)C(=O)NC(CCC(=O)O)C(=O)O. Drug 2: CC1C(C(CC(O1)OC2CC(OC(C2O)C)OC3=CC4=CC5=C(C(=O)C(C(C5)C(C(=O)C(C(C)O)O)OC)OC6CC(C(C(O6)C)O)OC7CC(C(C(O7)C)O)OC8CC(C(C(O8)C)O)(C)O)C(=C4C(=C3C)O)O)O)O. Cell line: MALME-3M. Synergy scores: CSS=14.0, Synergy_ZIP=-1.40, Synergy_Bliss=5.35, Synergy_Loewe=4.24, Synergy_HSA=5.40.